Dataset: Full USPTO retrosynthesis dataset with 1.9M reactions from patents (1976-2016). Task: Predict the reactants needed to synthesize the given product. (1) Given the product [CH3:1][O:2][C:3]1[CH:4]=[C:5]([C:12]#[N:14])[CH:6]=[C:7]([CH:11]=1)[C:8]#[N:10], predict the reactants needed to synthesize it. The reactants are: [CH3:1][O:2][C:3]1[CH:4]=[C:5]([C:12]([NH2:14])=O)[CH:6]=[C:7]([CH:11]=1)[C:8]([NH2:10])=O.N1C=CC=CC=1.FC(F)(F)C(OC(=O)C(F)(F)F)=O. (2) The reactants are: Cl[CH2:2][CH2:3][CH2:4][CH2:5][C:6]([C:8]1[O:9][C:10]2[CH:17]=[CH:16][C:15]([O:18][CH3:19])=[CH:14][C:11]=2[C:12]=1[CH3:13])=[O:7].CO.O1CCCC1.[CH3:27][S-:28].[Na+]. Given the product [CH3:19][O:18][C:15]1[CH:16]=[CH:17][C:10]2[O:9][C:8]([C:6](=[O:7])[CH2:5][CH2:4][CH2:3][CH2:2][S:28][CH3:27])=[C:12]([CH3:13])[C:11]=2[CH:14]=1, predict the reactants needed to synthesize it. (3) Given the product [C:45]([O:44][C:42](=[O:43])[CH2:41][N:23]1[C:24]2[C:20](=[CH:19][C:18]([F:17])=[CH:26][CH:25]=2)[C:21]([C:28]2[C:33]3[CH:34]=[CH:35][CH:36]=[CH:37][C:32]=3[S:31](=[O:38])(=[O:39])[N:30]([CH2:6][C:5]3[CH:8]=[CH:9][CH:10]=[C:3]([O:2][CH3:1])[CH:4]=3)[N:29]=2)=[C:22]1[CH3:27])([CH3:48])([CH3:47])[CH3:46], predict the reactants needed to synthesize it. The reactants are: [CH3:1][O:2][C:3]1[CH:4]=[C:5]([CH:8]=[CH:9][CH:10]=1)[CH2:6]Cl.C([O-])([O-])=O.[K+].[K+].[F:17][C:18]1[CH:19]=[C:20]2[C:24](=[CH:25][CH:26]=1)[NH:23][C:22]([CH3:27])=[C:21]2[C:28]1[C:33]2[CH:34]=[CH:35][CH:36]=[CH:37][C:32]=2[S:31](=[O:39])(=[O:38])[NH:30][N:29]=1.Br[CH2:41][C:42]([O:44][C:45]([CH3:48])([CH3:47])[CH3:46])=[O:43]. (4) The reactants are: [C:1]12(C(O)CNC3C4CCNCC=4N=CN=3)[CH2:10][CH:5]3[CH2:6][CH:7]([CH2:9][CH:3]([CH2:4]3)[CH2:2]1)[CH2:8]2.[CH:25]1[CH:30]=[N:29][CH:28]=[C:27]([C:31]([OH:33])=O)[CH:26]=1.Cl.CN(C)CC[CH2:39][N:40]=[C:41]=[N:42][CH2:43]C.[OH2:46].O[N:48]1[C:52]2[CH:53]=[CH:54][CH:55]=C[C:51]=2[N:50]=N1.C(N(CC)C(C)C)(C)C.C(Cl)Cl. Given the product [OH:46][C:1]12[CH2:10][CH:5]3[CH2:4][CH:3]([CH2:9][C:7]([CH2:39][NH:40][C:41]4[C:53]5[CH2:54][CH2:55][N:50]([C:31]([C:27]6[CH:28]=[N:29][CH:30]=[CH:25][CH:26]=6)=[O:33])[CH2:51][C:52]=5[N:48]=[CH:43][N:42]=4)([CH2:6]3)[CH2:8]1)[CH2:2]2, predict the reactants needed to synthesize it. (5) Given the product [C:14]([C:11]1[N:12]([CH3:13])[C:8]([C:5]2[CH:6]=[CH:7][C:2]([NH:1][C:19](=[O:20])[CH2:18][CH:17]([CH3:22])[CH3:16])=[CH:3][CH:4]=2)=[CH:9][CH:10]=1)#[N:15], predict the reactants needed to synthesize it. The reactants are: [NH2:1][C:2]1[CH:7]=[CH:6][C:5]([C:8]2[N:12]([CH3:13])[C:11]([C:14]#[N:15])=[CH:10][CH:9]=2)=[CH:4][CH:3]=1.[CH3:16][CH:17]([CH3:22])[CH2:18][C:19](Cl)=[O:20]. (6) Given the product [Cl:1][C:2]1[CH:8]=[CH:7][C:5]([NH:6][C:27](=[O:28])[C:26]2[CH:30]=[CH:31][C:23]([C:21]#[N:22])=[CH:24][CH:25]=2)=[CH:4][C:3]=1[C:9]1[CH:14]=[CH:13][CH:12]=[CH:11][N:10]=1, predict the reactants needed to synthesize it. The reactants are: [Cl:1][C:2]1[CH:8]=[CH:7][C:5]([NH2:6])=[CH:4][C:3]=1[C:9]1[CH:14]=[CH:13][CH:12]=[CH:11][N:10]=1.N1C=CC=CC=1.[C:21]([C:23]1[CH:31]=[CH:30][C:26]([C:27](Cl)=[O:28])=[CH:25][CH:24]=1)#[N:22]. (7) Given the product [Cl:1][C:2]1[C:7]([Cl:22])=[CH:6][N:5]=[C:4]([NH:8][C:9](=[O:14])[C:10]([CH3:11])([CH3:13])[CH3:12])[CH:3]=1, predict the reactants needed to synthesize it. The reactants are: [Cl:1][C:2]1[CH:7]=[CH:6][N:5]=[C:4]([NH:8][C:9](=[O:14])[C:10]([CH3:13])([CH3:12])[CH3:11])[CH:3]=1.C1C(=O)N([Cl:22])C(=O)C1.